This data is from Catalyst prediction with 721,799 reactions and 888 catalyst types from USPTO. The task is: Predict which catalyst facilitates the given reaction. (1) Reactant: [N:1]([C:4]1[CH:9]=[CH:8][C:7]([N+:10]([O-])=O)=[CH:6][CH:5]=1)=[N+:2]=[N-:3].[CH2:13]([Br:16])[C:14]#[CH:15]. Product: [Br:16][CH2:13][C:14]1[N:3]=[N:2][N:1]([C:4]2[CH:9]=[CH:8][C:7]([NH2:10])=[CH:6][CH:5]=2)[CH:15]=1.[Br:16][CH2:13][C:14]1[N:1]([C:4]2[CH:9]=[CH:8][C:7]([NH2:10])=[CH:6][CH:5]=2)[N:2]=[N:3][CH:15]=1. The catalyst class is: 11. (2) Reactant: F[C:2]1[CH:3]=[C:4]([CH:7]=[CH:8][C:9]=1[CH:10]=[O:11])[C:5]#[N:6].[CH3:12][S-:13].[Na+]. Product: [CH:10]([C:9]1[CH:8]=[CH:7][C:4]([C:5]#[N:6])=[CH:3][C:2]=1[S:13][CH3:12])=[O:11]. The catalyst class is: 58. (3) Reactant: Cl.[NH2:2][C:3]([CH2:8][S:9][CH3:10])([CH2:6][OH:7])[CH2:4][OH:5].[CH2:11]([O:18][CH2:19][N:20]1[C:28]2[C:27]([Cl:29])=[N:26][CH:25]=[N:24][C:23]=2[C:22]([CH:30]=O)=[CH:21]1)[C:12]1[CH:17]=[CH:16][CH:15]=[CH:14][CH:13]=1.C([BH3-])#N.[Na+]. Product: [CH2:11]([O:18][CH2:19][N:20]1[C:28]2[C:27]([Cl:29])=[N:26][CH:25]=[N:24][C:23]=2[C:22]([CH2:30][NH:2][C:3]([CH2:8][S:9][CH3:10])([CH2:6][OH:7])[CH2:4][OH:5])=[CH:21]1)[C:12]1[CH:17]=[CH:16][CH:15]=[CH:14][CH:13]=1. The catalyst class is: 5. (4) Reactant: [CH3:1][O:2][C:3]1[CH:17]=[CH:16][C:6]([C:7]([CH2:9][C:10](=[O:15])[C:11]([O:13]C)=O)=[O:8])=[CH:5][CH:4]=1.[O:18]1[CH:22]=[CH:21][C:20]([C:23]2[CH:29]=[CH:28][C:26]([NH2:27])=[CH:25][CH:24]=2)=[N:19]1.[F:30][C:31]1[CH:32]=[C:33]([CH:36]=[CH:37][CH:38]=1)[CH:34]=O.C(OCC)C. Product: [F:30][C:31]1[CH:32]=[C:33]([CH:34]2[N:27]([C:26]3[CH:28]=[CH:29][C:23]([C:20]4[CH:21]=[CH:22][O:18][N:19]=4)=[CH:24][CH:25]=3)[C:11](=[O:13])[C:10]([OH:15])=[C:9]2[C:7](=[O:8])[C:6]2[CH:5]=[CH:4][C:3]([O:2][CH3:1])=[CH:17][CH:16]=2)[CH:36]=[CH:37][CH:38]=1. The catalyst class is: 12. (5) Reactant: Br[C:2]1[N:7]=[C:6]([NH:8][C:9]([C:11]2([C:14]3[CH:24]=[CH:23][C:17]4[O:18][C:19]([F:22])([F:21])[O:20][C:16]=4[CH:15]=3)[CH2:13][CH2:12]2)=[O:10])[CH:5]=[CH:4][C:3]=1[Cl:25].[CH3:26][O:27][C:28]1[N:33]=[CH:32][C:31](B(O)O)=[CH:30][CH:29]=1.C(=O)([O-])[O-].[K+].[K+]. Product: [Cl:25][C:3]1[C:2]([C:31]2[CH:32]=[N:33][C:28]([O:27][CH3:26])=[CH:29][CH:30]=2)=[N:7][C:6]([NH:8][C:9]([C:11]2([C:14]3[CH:24]=[CH:23][C:17]4[O:18][C:19]([F:22])([F:21])[O:20][C:16]=4[CH:15]=3)[CH2:13][CH2:12]2)=[O:10])=[CH:5][CH:4]=1. The catalyst class is: 57.